This data is from Full USPTO retrosynthesis dataset with 1.9M reactions from patents (1976-2016). The task is: Predict the reactants needed to synthesize the given product. (1) Given the product [F:40][C:41]([F:46])([F:45])[C:42]([OH:44])=[O:43].[N:35]([CH2:34][CH2:33][C:32]([CH3:39])([CH3:38])[CH2:31][CH:10]1[NH:9][CH:8]([C:6]([OH:7])=[O:5])[CH:12]([C:13]2[CH:18]=[CH:17][CH:16]=[C:15]([Cl:19])[C:14]=2[F:20])[C:11]1([C:23]1[CH:28]=[CH:27][C:26]([Cl:29])=[CH:25][C:24]=1[F:30])[C:21]#[N:22])=[N+:36]=[N-:37], predict the reactants needed to synthesize it. The reactants are: C([O:5][C:6]([CH:8]1[CH:12]([C:13]2[CH:18]=[CH:17][CH:16]=[C:15]([Cl:19])[C:14]=2[F:20])[C:11]([C:23]2[CH:28]=[CH:27][C:26]([Cl:29])=[CH:25][C:24]=2[F:30])([C:21]#[N:22])[CH:10]([CH2:31][C:32]([CH3:39])([CH3:38])[CH2:33][CH2:34][N:35]=[N+:36]=[N-:37])[NH:9]1)=[O:7])(C)(C)C.[F:40][C:41]([F:46])([F:45])[C:42]([OH:44])=[O:43]. (2) Given the product [Br:1][C:2]1[CH:10]=[C:9]2[C:5]([C:6]([CH:34]([F:35])[F:36])=[N:7][N:8]2[S:11]([C:14]2[CH:15]=[CH:16][C:17]([O:32][CH3:33])=[C:18]([N:20]3[CH2:21][CH2:22][NH:23][CH2:24][CH2:25]3)[CH:19]=2)(=[O:13])=[O:12])=[CH:4][CH:3]=1, predict the reactants needed to synthesize it. The reactants are: [Br:1][C:2]1[CH:10]=[C:9]2[C:5]([C:6]([CH:34]([F:36])[F:35])=[N:7][N:8]2[S:11]([C:14]2[CH:15]=[CH:16][C:17]([O:32][CH3:33])=[C:18]([N:20]3[CH2:25][CH2:24][N:23](C(=O)C(F)(F)F)[CH2:22][CH2:21]3)[CH:19]=2)(=[O:13])=[O:12])=[CH:4][CH:3]=1.C(=O)([O-])[O-].[K+].[K+]. (3) Given the product [C:1]1([C:16]2[CH:17]=[CH:18][CH:19]=[CH:20][CH:21]=2)[CH:2]=[CH:3][C:4]([CH:7]2[CH2:11][CH:10]([O:12][CH3:13])[O:9][CH:8]2[O:14][CH3:15])=[CH:5][CH:6]=1, predict the reactants needed to synthesize it. The reactants are: [C:1]1([C:16]2[CH:21]=[CH:20][CH:19]=[CH:18][CH:17]=2)[CH:6]=[CH:5][C:4]([C:7]2[CH:8]([O:14][CH3:15])[O:9][CH:10]([O:12][CH3:13])[CH:11]=2)=[CH:3][CH:2]=1.